Dataset: Catalyst prediction with 721,799 reactions and 888 catalyst types from USPTO. Task: Predict which catalyst facilitates the given reaction. (1) Product: [Cl:17][C:18]1[N:19]=[C:20]([C:34]2[N:39]=[CH:38][CH:37]=[CH:36][N:35]=2)[N:21]=[C:22]([NH:16][S:13]([C:10]2[CH:11]=[CH:12][C:7]([C:3]([CH3:6])([CH3:4])[CH3:5])=[CH:8][CH:9]=2)(=[O:14])=[O:15])[C:23]=1[O:24][C:25]1[CH:30]=[CH:29][CH:28]=[CH:27][C:26]=1[O:31][CH3:32]. The catalyst class is: 9. Reactant: [H-].[Na+].[C:3]([C:7]1[CH:12]=[CH:11][C:10]([S:13]([NH2:16])(=[O:15])=[O:14])=[CH:9][CH:8]=1)([CH3:6])([CH3:5])[CH3:4].[Cl:17][C:18]1[C:23]([O:24][C:25]2[CH:30]=[CH:29][CH:28]=[CH:27][C:26]=2[O:31][CH3:32])=[C:22](Cl)[N:21]=[C:20]([C:34]2[N:39]=[CH:38][CH:37]=[CH:36][N:35]=2)[N:19]=1.Cl. (2) Reactant: [C:1]([C:4]1[C:5](=[O:21])[NH:6][C:7]2[C:12]([C:13]=1[C:14]1[CH:19]=[CH:18][CH:17]=[CH:16][CH:15]=1)=[CH:11][C:10]([Cl:20])=[CH:9][CH:8]=2)(=[O:3])[CH3:2].[CH3:22][O:23][C:24]1[CH:25]=[C:26]([CH:29]=[CH:30][C:31]=1[O:32][CH3:33])[CH:27]=O.[OH-].[Na+]. Product: [Cl:20][C:10]1[CH:11]=[C:12]2[C:7](=[CH:8][CH:9]=1)[NH:6][C:5](=[O:21])[C:4]([C:1](=[O:3])[CH:2]=[CH:27][C:26]1[CH:29]=[CH:30][C:31]([O:32][CH3:33])=[C:24]([O:23][CH3:22])[CH:25]=1)=[C:13]2[C:14]1[CH:15]=[CH:16][CH:17]=[CH:18][CH:19]=1. The catalyst class is: 97.